From a dataset of Full USPTO retrosynthesis dataset with 1.9M reactions from patents (1976-2016). Predict the reactants needed to synthesize the given product. (1) Given the product [Cl:22][CH:6]([CH:1]1[CH2:5][CH2:4][CH2:3][CH2:2]1)[C:8]1[CH:12]=[C:11]([C:13]2[CH:18]=[CH:17][CH:16]=[CH:15][CH:14]=2)[O:10][C:9]=1[CH3:19], predict the reactants needed to synthesize it. The reactants are: [CH:1]1([CH:6]([C:8]2[CH:12]=[C:11]([C:13]3[CH:18]=[CH:17][CH:16]=[CH:15][CH:14]=3)[O:10][C:9]=2[CH3:19])O)[CH2:5][CH2:4][CH2:3][CH2:2]1.S(Cl)([Cl:22])=O. (2) The reactants are: [CH:1]1([CH:6]2[CH2:14][C:13]3[C:8](=[C:9]([CH3:32])[C:10]([CH3:31])=[C:11]([O:15][CH2:16][C:17]4[CH:22]=[CH:21][CH:20]=[C:19](B5OCC(C)(C)CO5)[CH:18]=4)[CH:12]=3)[C:7]2=[O:33])[CH2:5][CH2:4][CH2:3][CH2:2]1.Br[C:35]1[C:44]([O:45][CH3:46])=[CH:43][C:38]([C:39]([O:41]C)=[O:40])=[CH:37][C:36]=1[O:47][CH3:48]. Given the product [CH:1]1([CH:6]2[CH2:14][C:13]3[C:8](=[C:9]([CH3:32])[C:10]([CH3:31])=[C:11]([O:15][CH2:16][C:17]4[CH:22]=[C:21]([C:35]5[C:44]([O:45][CH3:46])=[CH:43][C:38]([C:39]([OH:41])=[O:40])=[CH:37][C:36]=5[O:47][CH3:48])[CH:20]=[CH:19][CH:18]=4)[CH:12]=3)[C:7]2=[O:33])[CH2:2][CH2:3][CH2:4][CH2:5]1, predict the reactants needed to synthesize it. (3) Given the product [I:23][C:24]1[CH:31]=[CH:30][C:27]([CH2:28][C:3]2([O:11][C@H:10]([CH2:12][OH:13])[C@@H:8]([OH:9])[C@H:6]([OH:7])[C@H:4]2[NH2:5])[OH:2])=[CH:26][CH:25]=1, predict the reactants needed to synthesize it. The reactants are: Cl.[OH:2][CH:3]1[O:11][C@H:10]([CH2:12][OH:13])[C@@H:8]([OH:9])[C@H:6]([OH:7])[C@H:4]1[NH2:5].C(N(C(C)C)CC)(C)C.[I:23][C:24]1[CH:31]=[CH:30][C:27]([CH2:28]Br)=[CH:26][CH:25]=1. (4) The reactants are: [NH2:1][NH:2][C:3]([C:5]1[CH:10]=[CH:9][CH:8]=[C:7]([CH3:11])[N:6]=1)=[NH:4].[Br:12][C:13]1[CH:20]=[CH:19][CH:18]=[CH:17][C:14]=1[CH:15]=O. Given the product [Br:12][C:13]1[CH:20]=[CH:19][CH:18]=[CH:17][C:14]=1[C:15]1[NH:1][N:2]=[C:3]([C:5]2[CH:10]=[CH:9][CH:8]=[C:7]([CH3:11])[N:6]=2)[N:4]=1, predict the reactants needed to synthesize it. (5) Given the product [Cl:14][CH2:13][CH2:12][CH2:11][O:1][C:2]1[CH:9]=[CH:8][C:5]([C:6]#[N:7])=[CH:4][CH:3]=1, predict the reactants needed to synthesize it. The reactants are: [OH:1][C:2]1[CH:9]=[CH:8][C:5]([C:6]#[N:7])=[CH:4][CH:3]=1.Br[CH2:11][CH2:12][CH2:13][Cl:14].C(=O)([O-])[O-].[Cs+].[Cs+]. (6) Given the product [Br:1][C:2]1[CH:25]=[N:24][C:5]2=[N:6][C:7]([N:11]3[CH2:14][CH:13]([N:15]([CH3:23])[C:16](=[O:22])[O:17][C:18]([CH3:21])([CH3:20])[CH3:19])[CH2:12]3)=[C:8]([NH:27][NH2:28])[N:9]=[C:4]2[CH:3]=1, predict the reactants needed to synthesize it. The reactants are: [Br:1][C:2]1[CH:25]=[N:24][C:5]2=[N:6][C:7]([N:11]3[CH2:14][CH:13]([N:15]([CH3:23])[C:16](=[O:22])[O:17][C:18]([CH3:21])([CH3:20])[CH3:19])[CH2:12]3)=[C:8](Cl)[N:9]=[C:4]2[CH:3]=1.O.[NH2:27][NH2:28]. (7) Given the product [CH2:19]([N:3]([CH2:1][CH3:2])[C:4]([C:6]1[CH:14]=[C:13]2[C:9]([C:10]([CH2:15][C@H:16]([NH:18][CH2:26][C@@H:25]([C:24]3[CH:28]=[CH:29][CH:30]=[C:22]([Cl:21])[CH:23]=3)[OH:27])[CH3:17])=[CH:11][NH:12]2)=[CH:8][CH:7]=1)=[O:5])[CH3:20], predict the reactants needed to synthesize it. The reactants are: [CH2:1]([N:3]([CH2:19][CH3:20])[C:4]([C:6]1[CH:14]=[C:13]2[C:9]([C:10]([CH2:15][C@H:16]([NH2:18])[CH3:17])=[CH:11][NH:12]2)=[CH:8][CH:7]=1)=[O:5])[CH3:2].[Cl:21][C:22]1[CH:23]=[C:24]([CH:28]=[CH:29][CH:30]=1)[C@H:25]1[O:27][CH2:26]1.